From a dataset of NCI-60 drug combinations with 297,098 pairs across 59 cell lines. Regression. Given two drug SMILES strings and cell line genomic features, predict the synergy score measuring deviation from expected non-interaction effect. Drug 1: C1CC(=O)NC(=O)C1N2CC3=C(C2=O)C=CC=C3N. Drug 2: C1=C(C(=O)NC(=O)N1)F. Cell line: OVCAR-5. Synergy scores: CSS=43.8, Synergy_ZIP=4.97, Synergy_Bliss=5.56, Synergy_Loewe=5.36, Synergy_HSA=8.15.